Dataset: Catalyst prediction with 721,799 reactions and 888 catalyst types from USPTO. Task: Predict which catalyst facilitates the given reaction. (1) Reactant: [H-].[Na+].[Br:3][C:4]1[CH:5]=[C:6]([CH:10]([OH:12])[CH3:11])[CH:7]=[CH:8][CH:9]=1.[CH3:13]I.O. Product: [Br:3][C:4]1[CH:9]=[CH:8][CH:7]=[C:6]([CH:10]([O:12][CH3:13])[CH3:11])[CH:5]=1. The catalyst class is: 3. (2) Reactant: [CH3:1][O:2][C:3]1[CH:12]=[CH:11][C:6]([C:7]([O:9][CH3:10])=[O:8])=[CH:5][C:4]=1[CH3:13].[Br:14]N1C(=O)CCC1=O. Product: [Br:14][CH2:13][C:4]1[CH:5]=[C:6]([CH:11]=[CH:12][C:3]=1[O:2][CH3:1])[C:7]([O:9][CH3:10])=[O:8]. The catalyst class is: 53. (3) Reactant: [OH:1][C:2]1[CH:12]=[CH:11][CH:10]=[CH:9][C:3]=1[CH:4]=[CH:5]C(O)=O.O1C2C(=CC=CC=2)C=CC1=O.[Li+].[OH-].N1C=CN=C1. Product: [OH:1][C:2]1[CH:12]=[CH:11][CH:10]=[CH:9][C:3]=1[CH:4]=[CH2:5]. The catalyst class is: 16.